Task: Predict the reaction yield, written as a fraction of the theoretical maximum amount of product (1.0 means a 100% yield; for example, 0.34 means a 34% yield).. Dataset: Reaction yield outcomes from USPTO patents with 853,638 reactions The reactants are [OH:1][CH2:2][CH:3]1[CH2:7][CH2:6][NH:5][CH2:4]1.[CH2:8]([O:15][C:16]([NH:18][C:19](=[NH:22])OC)=[O:17])[C:9]1[CH:14]=[CH:13][CH:12]=[CH:11][CH:10]=1. The catalyst is C1(C)C=CC=CC=1. The product is [CH2:8]([O:15][C:16]([NH:18][C:19]([N:5]1[CH2:6][CH2:7][CH:3]([CH2:2][OH:1])[CH2:4]1)=[NH:22])=[O:17])[C:9]1[CH:14]=[CH:13][CH:12]=[CH:11][CH:10]=1. The yield is 0.250.